This data is from Reaction yield outcomes from USPTO patents with 853,638 reactions. The task is: Predict the reaction yield, written as a fraction of the theoretical maximum amount of product (1.0 means a 100% yield; for example, 0.34 means a 34% yield). (1) The reactants are [C:1](/[N:3]=[C:4](\SC)/[NH:5][C:6]1[CH:15]=[CH:14][C:13]2[C:8](=[CH:9][CH:10]=[CH:11][CH:12]=2)[CH:7]=1)#[N:2].[NH2:18][NH2:19]. The catalyst is C(O)C. The product is [CH:7]1[C:8]2[C:13](=[CH:12][CH:11]=[CH:10][CH:9]=2)[CH:14]=[CH:15][C:6]=1[NH:5][C:4]1[N:3]=[C:1]([NH2:2])[NH:19][N:18]=1. The yield is 0.750. (2) The yield is 0.880. The reactants are [F:1][C:2]1[CH:3]=[C:4]([S:9](Cl)(=[O:11])=[O:10])[CH:5]=[C:6]([F:8])[CH:7]=1.[NH4+:13].[OH-]. The catalyst is C1COCC1. The product is [F:1][C:2]1[CH:3]=[C:4]([S:9]([NH2:13])(=[O:11])=[O:10])[CH:5]=[C:6]([F:8])[CH:7]=1. (3) The reactants are [O:1]=[C:2]1[C:12]2[CH:11]=[C:10]3[O:13][CH2:14][O:15][C:9]3=[CH:8][C:7]=2[C:4]2([CH2:6][CH2:5]2)[N:3]1[CH2:16][CH2:17][CH:18]1[CH2:23][CH2:22][N:21](C(OC(C)(C)C)=O)[CH2:20][CH2:19]1.[ClH:31]. The catalyst is C(O)C. The product is [ClH:31].[NH:21]1[CH2:22][CH2:23][CH:18]([CH2:17][CH2:16][N:3]2[C:4]3([CH2:6][CH2:5]3)[C:7]3[CH:8]=[C:9]4[O:15][CH2:14][O:13][C:10]4=[CH:11][C:12]=3[C:2]2=[O:1])[CH2:19][CH2:20]1. The yield is 0.462. (4) The reactants are [Cl-].C(O[CH:6]1[C@H:11]([NH3+:12])[C@@H:10]([O:13][C:14](=[O:16])[CH3:15])[C@H:9]([O:17][C:18](=[O:20])[CH3:19])[C@@H:8]([CH2:21][O:22][C:23](=[O:25])[CH3:24])[O:7]1)(=O)C.[CH3:26][N:27]=[C:28]=[S:29].C(N(CC)CC)C.C(O)(C(F)(F)F)=O. The catalyst is CC#N. The product is [C:18]([O:17][C@@H:9]1[C@@H:8]([CH2:21][O:22][C:23](=[O:25])[CH3:24])[O:7][C@H:6]2[C@H:11]([N:12]=[C:28]([NH:27][CH3:26])[S:29]2)[C@H:10]1[O:13][C:14](=[O:16])[CH3:15])(=[O:20])[CH3:19]. The yield is 0.870. (5) The reactants are [C:1]([O:5][C:6](=[O:32])[CH2:7][O:8][C:9]1[C:14]2[CH2:15][CH2:16][CH2:17][CH2:18][CH:19]([N:20]([S:22]([C:25]3[CH:30]=[CH:29][C:28](I)=[CH:27][CH:26]=3)(=[O:24])=[O:23])[CH3:21])[C:13]=2[CH:12]=[CH:11][CH:10]=1)([CH3:4])([CH3:3])[CH3:2].[CH3:33][C:34]1[CH:35]=[C:36](B(O)O)[CH:37]=[N:38][CH:39]=1.C([O-])([O-])=O.[K+].[K+]. The catalyst is O1CCOCC1.C1C=CC([P]([Pd]([P](C2C=CC=CC=2)(C2C=CC=CC=2)C2C=CC=CC=2)([P](C2C=CC=CC=2)(C2C=CC=CC=2)C2C=CC=CC=2)[P](C2C=CC=CC=2)(C2C=CC=CC=2)C2C=CC=CC=2)(C2C=CC=CC=2)C2C=CC=CC=2)=CC=1. The product is [C:1]([O:5][C:6](=[O:32])[CH2:7][O:8][C:9]1[C:14]2[CH2:15][CH2:16][CH2:17][CH2:18][CH:19]([N:20]([CH3:21])[S:22]([C:25]3[CH:30]=[CH:29][C:28]([C:36]4[CH:37]=[N:38][CH:39]=[C:34]([CH3:33])[CH:35]=4)=[CH:27][CH:26]=3)(=[O:24])=[O:23])[C:13]=2[CH:12]=[CH:11][CH:10]=1)([CH3:4])([CH3:3])[CH3:2]. The yield is 0.530. (6) The reactants are [CH3:1][C:2]1[C:7]([C:8]([OH:10])=O)=[CH:6][N:5]=[C:4]([C:11]2[CH:16]=[CH:15][CH:14]=[CH:13][N:12]=2)[N:3]=1.[CH2:17]([C:19]1[C:27]2[C:22](=[N:23][CH:24]=[C:25]([F:28])[CH:26]=2)[N:21]([NH2:29])[CH:20]=1)[CH3:18].C[N+]1(C2N=C(OC)N=C(OC)N=2)CCOCC1.[Cl-]. The catalyst is CN(C=O)C.C([O-])([O-])=O.[Na+].[Na+]. The product is [CH2:17]([C:19]1[C:27]2[C:22](=[N:23][CH:24]=[C:25]([F:28])[CH:26]=2)[N:21]([NH:29][C:8]([C:7]2[C:2]([CH3:1])=[N:3][C:4]([C:11]3[CH:16]=[CH:15][CH:14]=[CH:13][N:12]=3)=[N:5][CH:6]=2)=[O:10])[CH:20]=1)[CH3:18]. The yield is 0.600. (7) The reactants are Cl[C:2]1[C:7]2[C:8](=[O:24])[N:9]([CH2:13][C:14]3[CH:19]=[CH:18][C:17]([O:20][CH3:21])=[CH:16][C:15]=3[O:22][CH3:23])[C:10]([CH3:12])([CH3:11])[C:6]=2[C:5]([F:25])=[C:4]([NH:26][C@@H:27]2[CH2:32][CH2:31][CH2:30][CH2:29][C@@H:28]2[NH:33][C:34](=[O:40])[O:35][C:36]([CH3:39])([CH3:38])[CH3:37])[N:3]=1.C([O-])([O-])=O.[Na+].[Na+].[CH3:47][N:48]1[CH:52]=[C:51](B2OC(C)(C)C(C)(C)O2)[CH:50]=[N:49]1. The catalyst is Cl[Pd](Cl)([P](C1C=CC=CC=1)(C1C=CC=CC=1)C1C=CC=CC=1)[P](C1C=CC=CC=1)(C1C=CC=CC=1)C1C=CC=CC=1.CN(C=O)C. The product is [CH3:23][O:22][C:15]1[CH:16]=[C:17]([O:20][CH3:21])[CH:18]=[CH:19][C:14]=1[CH2:13][N:9]1[C:10]([CH3:12])([CH3:11])[C:6]2[C:5]([F:25])=[C:4]([NH:26][C@@H:27]3[CH2:32][CH2:31][CH2:30][CH2:29][C@@H:28]3[NH:33][C:34](=[O:40])[O:35][C:36]([CH3:38])([CH3:39])[CH3:37])[N:3]=[C:2]([C:51]3[CH:50]=[N:49][N:48]([CH3:47])[CH:52]=3)[C:7]=2[C:8]1=[O:24]. The yield is 0.180. (8) The reactants are [Br:1][C:2]1[CH:3]=[C:4]([OH:8])[CH:5]=[N:6][CH:7]=1.Cl[C:10]1[CH:11]=[CH:12][C:13]([N+:25]([O-:27])=[O:26])=[C:14]([CH2:16][NH:17][C:18](=[O:24])[O:19][C:20]([CH3:23])([CH3:22])[CH3:21])[CH:15]=1.[H-].[Na+]. The product is [Br:1][C:2]1[CH:3]=[C:4]([O:8][C:10]2[CH:11]=[CH:12][C:13]([N+:25]([O-:27])=[O:26])=[C:14]([CH2:16][NH:17][C:18](=[O:24])[O:19][C:20]([CH3:23])([CH3:21])[CH3:22])[CH:15]=2)[CH:5]=[N:6][CH:7]=1. The yield is 0.990. The catalyst is CN(C=O)C.